This data is from Full USPTO retrosynthesis dataset with 1.9M reactions from patents (1976-2016). The task is: Predict the reactants needed to synthesize the given product. (1) Given the product [Cl:27][C:28]1[C:29]([F:54])=[C:30]([NH:34][C:35]2[C:44]3[C:39](=[CH:40][C:41]([O:52][CH3:53])=[C:42]([O:45][CH:46]4[CH2:47][CH2:48][N:49]([C:69]([C:68]5[O:64][N:65]=[CH:66][CH:67]=5)=[O:70])[CH2:50][CH2:51]4)[CH:43]=3)[N:38]=[CH:37][N:36]=2)[CH:31]=[CH:32][CH:33]=1, predict the reactants needed to synthesize it. The reactants are: CN(C(ON1N=NC2C=CC=NC1=2)=[N+](C)C)C.F[P-](F)(F)(F)(F)F.Cl.Cl.[Cl:27][C:28]1[C:29]([F:54])=[C:30]([NH:34][C:35]2[C:44]3[C:39](=[CH:40][C:41]([O:52][CH3:53])=[C:42]([O:45][CH:46]4[CH2:51][CH2:50][NH:49][CH2:48][CH2:47]4)[CH:43]=3)[N:38]=[CH:37][N:36]=2)[CH:31]=[CH:32][CH:33]=1.C(N(C(C)C)CC)(C)C.[O:64]1[C:68]([C:69](O)=[O:70])=[CH:67][CH:66]=[N:65]1. (2) Given the product [CH2:7]([CH:9]([CH2:15][CH2:16][CH2:17][CH3:18])[CH2:10][O:11][C:12](=[O:13])[N:4]([CH:1]([CH3:3])[CH3:2])[CH3:23])[CH3:8], predict the reactants needed to synthesize it. The reactants are: [CH:1]([NH2:4])([CH3:3])[CH3:2].[H-].[Na+].[CH2:7]([CH:9]([CH2:15][CH2:16][CH2:17][CH3:18])[CH2:10][O:11][C:12](Cl)=[O:13])[CH3:8].S(OC)(O[CH3:23])(=O)=O. (3) Given the product [CH2:22]([C:21]1[N:32]2[N:33]=[C:29]([CH3:28])[N:30]=[C:31]2[N:34]([CH:35]2[CH2:40][CH2:39][O:38][CH2:37][CH2:36]2)[C:17](=[O:18])[C:16]=1[CH2:15][C:12]1[CH:13]=[CH:14][C:9]([C:4]2[C:3]([C:1]#[N:2])=[CH:8][CH:7]=[CH:6][CH:5]=2)=[CH:10][C:11]=1[F:27])[CH2:23][CH2:24][CH3:25], predict the reactants needed to synthesize it. The reactants are: [C:1]([C:3]1[CH:8]=[CH:7][CH:6]=[CH:5][C:4]=1[C:9]1[CH:14]=[CH:13][C:12]([CH2:15][CH:16]([C:21](=O)[CH2:22][CH2:23][CH2:24][CH3:25])[C:17](OC)=[O:18])=[C:11]([F:27])[CH:10]=1)#[N:2].[CH3:28][C:29]1[NH:30][C:31]([NH:34][CH:35]2[CH2:40][CH2:39][O:38][CH2:37][CH2:36]2)=[N:32][N:33]=1. (4) The reactants are: [C:1]([O:5][C:6]([NH:8][C@H:9]([C:14]([N:16]1[C@@H:23]([CH2:24][CH3:25])[CH2:22][CH2:21][C@H:17]1[C:18](O)=[O:19])=[O:15])[CH2:10][CH:11]([CH3:13])[CH3:12])=[O:7])([CH3:4])([CH3:3])[CH3:2].C([N:28](CC)CC)C.ClC(OCC)=O.N. Given the product [C:1]([O:5][C:6]([NH:8][C@H:9]([C:14]([N:16]1[C@@H:23]([CH2:24][CH3:25])[CH2:22][CH2:21][C@H:17]1[C:18]([NH2:28])=[O:19])=[O:15])[CH2:10][CH:11]([CH3:13])[CH3:12])=[O:7])([CH3:3])([CH3:2])[CH3:4], predict the reactants needed to synthesize it. (5) Given the product [CH2:3]([O:10][C:16]1[C:13]([C:14]#[N:15])=[C:12]([Br:11])[N:19]=[CH:18][CH:17]=1)[C:4]1[CH:9]=[CH:8][CH:7]=[CH:6][CH:5]=1, predict the reactants needed to synthesize it. The reactants are: [H-].[Na+].[CH2:3]([OH:10])[C:4]1[CH:9]=[CH:8][CH:7]=[CH:6][CH:5]=1.[Br:11][C:12]1[N:19]=[CH:18][CH:17]=[C:16](Br)[C:13]=1[C:14]#[N:15]. (6) Given the product [Cl:1][C:2]1[C:11]2[C:6](=[CH:7][CH:8]=[C:9]([C:33]([C:32]3[N:28]([CH3:27])[CH:29]=[N:30][CH:31]=3)([C:35]3[CH:36]=[N:37][C:38]([C:41]([F:43])([F:42])[F:44])=[CH:39][CH:40]=3)[OH:34])[CH:10]=2)[N:5]=[C:4]([O:13][CH3:14])[C:3]=1[C:15]([N:17]1[CH2:22][CH2:21][CH:20]([C:23]([F:26])([F:25])[F:24])[CH2:19][CH2:18]1)=[O:16], predict the reactants needed to synthesize it. The reactants are: [Cl:1][C:2]1[C:11]2[C:6](=[CH:7][CH:8]=[C:9](I)[CH:10]=2)[N:5]=[C:4]([O:13][CH3:14])[C:3]=1[C:15]([N:17]1[CH2:22][CH2:21][CH:20]([C:23]([F:26])([F:25])[F:24])[CH2:19][CH2:18]1)=[O:16].[CH3:27][N:28]1[C:32]([C:33]([C:35]2[CH:36]=[N:37][C:38]([C:41]([F:44])([F:43])[F:42])=[CH:39][CH:40]=2)=[O:34])=[CH:31][N:30]=[CH:29]1.[Li]CCCC.[NH4+].[Cl-]. (7) Given the product [CH:4]1([C:10]2[C:18]3[C:17](=[O:19])[NH:16][C:15]([C:20]4[CH:25]=[CH:24][C:23]([S:26]([N:37]5[CH2:38][CH2:39][N:34]([CH3:33])[CH2:35][CH2:36]5)(=[O:28])=[O:27])=[CH:22][C:21]=4[O:30][CH3:31])=[N:14][C:13]=3[N:12]([CH3:32])[N:11]=2)[CH2:9][CH2:8][CH2:7][CH2:6][CH2:5]1, predict the reactants needed to synthesize it. The reactants are: ClCCl.[CH:4]1([C:10]2[C:18]3[C:17](=[O:19])[NH:16][C:15]([C:20]4[CH:25]=[CH:24][C:23]([S:26](Cl)(=[O:28])=[O:27])=[CH:22][C:21]=4[O:30][CH3:31])=[N:14][C:13]=3[N:12]([CH3:32])[N:11]=2)[CH2:9][CH2:8][CH2:7][CH2:6][CH2:5]1.[CH3:33][N:34]1[CH2:39][CH2:38][NH:37][CH2:36][CH2:35]1.C(N(CC)CC)C. (8) Given the product [Cl:50][C:51]1[CH:52]=[CH:53][C:54]2[O:63][C:62]3[C:61](=[O:64])[NH:60][C:59]([C@@H:65]4[CH2:73][CH:72]5[CH:67]([CH2:68][CH2:69][CH2:70][CH2:71]5)[NH:66]4)=[N:58][C:57]=3[C:55]=2[CH:56]=1, predict the reactants needed to synthesize it. The reactants are: BrC1C=CC2OC3C(=O)NC(C4CCNCC4)=NC=3C=2C=1.BrC1C=CC2OC3C(=O)NC(C4CCN(C(OC(C)(C)C)=O)CC4)=NC=3C=2C=1.[Cl:50][C:51]1[CH:52]=[CH:53][C:54]2[O:63][C:62]3[C:61](=[O:64])[NH:60][C:59]([C@@H:65]4[CH2:73][CH:72]5[CH:67]([CH2:68][CH2:69][CH2:70][CH2:71]5)[N:66]4C(OC(C)(C)C)=O)=[N:58][C:57]=3[C:55]=2[CH:56]=1. (9) Given the product [NH2:1][C:2]1[N:10]=[CH:9][N:8]=[C:7]2[C:3]=1[N:4]=[CH:5][N:6]2[CH:11]([C:13]1[N:14]=[C:15]2[CH:24]=[CH:23][CH:22]=[C:21]([CH3:25])[N:16]2[C:17](=[O:20])[C:18]=1[C:26]1[CH:31]=[CH:30][CH:29]=[CH:28][CH:27]=1)[CH3:12], predict the reactants needed to synthesize it. The reactants are: [NH2:1][C:2]1[N:10]=[CH:9][N:8]=[C:7]2[C:3]=1[N:4]=[CH:5][N:6]2[CH:11]([C:13]1[N:14]=[C:15]2[CH:24]=[CH:23][CH:22]=[C:21]([CH3:25])[N:16]2[C:17](=[O:20])[C:18]=1Br)[CH3:12].[C:26]1(B(O)O)[CH:31]=[CH:30][CH:29]=[CH:28][CH:27]=1.C(=O)([O-])[O-].[Na+].[Na+]. (10) Given the product [Br:14][C:15]1[CH:16]=[C:17]([S:21]([N:11]2[CH2:12][CH2:13][CH:8]([N:5]3[CH2:6][CH2:7][CH:2]([CH3:1])[CH2:3][CH2:4]3)[CH2:9][CH2:10]2)(=[O:23])=[O:22])[CH:18]=[N:19][CH:20]=1, predict the reactants needed to synthesize it. The reactants are: [CH3:1][CH:2]1[CH2:7][CH2:6][N:5]([CH:8]2[CH2:13][CH2:12][NH:11][CH2:10][CH2:9]2)[CH2:4][CH2:3]1.[Br:14][C:15]1[CH:16]=[C:17]([S:21](Cl)(=[O:23])=[O:22])[CH:18]=[N:19][CH:20]=1.